From a dataset of Experimentally validated miRNA-target interactions with 360,000+ pairs, plus equal number of negative samples. Binary Classification. Given a miRNA mature sequence and a target amino acid sequence, predict their likelihood of interaction. (1) The miRNA is mmu-miR-1843a-5p with sequence UAUGGAGGUCUCUGUCUGACU. The protein sequence of the target gene is MATEHVNGNGTEEPMDTTSAVIHSENFQTLLDAGLPQKVAEKLDEIYVAGLVAHSDLDERAIEALKEFNEDGALAVLQQFKDSDLSHVQNKSAFLCGVMKTYRQREKQGTKVADSSKGPDEAKIKALLERTGYTLDVTTGQRKYGGPPPDSVYSGQQPSVGTEIFVGKIPRDLFEDELVPLFEKAGPIWDLRLMMDPLTGLNRGYAFVTFCTKEAAQEAVKLYNNHEIRSGKHIGVCISVANNRLFVGSIPKSKTKEQILEEFSKVTEGLTDVILYHQPDDKKKNRGFCFLEYEDHKTAA.... Result: 0 (no interaction). (2) The miRNA is hsa-miR-99b-3p with sequence CAAGCUCGUGUCUGUGGGUCCG. The protein sequence of the target gene is MVMEKPSPLLVGREFVRQYYTLLNKAPEYLHRFYGRNSSYVHGGVDASGKPQEAVYGQNDIHHKVLSLNFSECHTKIRHVDAHATLSDGVVVQVMGLLSNSGQPERKFMQTFVLAPEGSVPNKFYVHNDMFRYEDEVFGDSEPELDEESEDEVEEEQEDRQPSPEPVQENANSAYYDAHPVTNGIEEPLEESSHEPEPEPESETKTEELKPQVEEKHLEELEEKSATPPPAEPASLPQEPPKAFSWASVTSKNLPPSGTVSSSGIPPHVKAPVSQPRVDAKPEVQSQPPRVREQRPRERP.... Result: 0 (no interaction). (3) The miRNA is mmu-miR-297a-5p with sequence AUGUAUGUGUGCAUGUGCAUGU. The protein sequence of the target gene is MALSVETESHIYRALRTASGAAAHLVALGFTIFVAVLARPGSSLFSWHPVLMSLAFSFLMTEALLMFSPESSLLRSLSRKVRARCHWVLQLLALLCALLGLGLVILHKEQLGKAHLTTRHGQAGLLAVLWAGLQCSGGMGLLYPKLLPRWPLAKLKLYHATSGLVGYLLGSASLLLGMFSLWFTATVTGGAWYLAVLCPILTSLVIMNQVSNAYLYRKRIQP. Result: 1 (interaction). (4) The miRNA is hsa-miR-499a-3p with sequence AACAUCACAGCAAGUCUGUGCU. The protein sequence of the target gene is MPLLLLLLLLPSPLHPHPICEVSKVASHLEVNCDKRNLTALPPDLPKDTTILHLSENLLYTFSLATLMPYTRLTQLNLDRCELTKLQVDGTLPVLGTLDLSHNQLQSLPLLGQTLPALTVLDVSFNRLTSLPLGALRGLGELQELYLKGNELKTLPPGLLTPTPKLEKLSLANNNLTELPAGLLNGLENLDTLLLQENSLYTIPKGFFGSHLLPFAFLHGNPWLCNCEILYFRRWLQDNAENVYVWKQGVDVKAMTSNVASVQCDNSDKFPVYKYPGKGCPTLGDEGDTDLYDYYPEEDT.... Result: 0 (no interaction). (5) The miRNA is hsa-miR-187-5p with sequence GGCUACAACACAGGACCCGGGC. The protein sequence of the target gene is METEPVSVQKVPAPPGSPCRQQDSALTPTPTMPPPEEPSEDYEHSQSPAEQAIQEEFQFLRCPSCQAQAKCPKLLPCLHTLCSGCLEAPGLQCPICKAPGQADANGEALDNVFFESLQRRLAVFRQIVDAQAACTRCKGLADFWCFECEQLICSKCFEAHQWYLKHEARPLADLRDNSVSSFLDSTRKSNIFCSNTNHRNPALTDIYCRGCAKPLCCTCALLDRNHSHLHCDIGEEIQQWHEELGTMTQTLEEQGRTFDSAHAQMCSAIGQLDHARADIEKQIRARVRQVVDYVQAQERE.... Result: 0 (no interaction). (6) The miRNA is hsa-miR-4645-5p with sequence ACCAGGCAAGAAAUAUUGU. The protein sequence of the target gene is MSRRSMLLAWALPSLLRLGAAQETEDPACCSPIVPRNEWKALASECAQHLSLPLRYVVVSHTAGSSCNTPASCQQQARNVQHYHMKTLGWCDVGYNFLIGEDGLVYEGRGWNFTGAHSGHLWNPMSIGISFMGNYMDRVPTPQAIRAAQGLLACGVAQGALRSNYVLKGHRDVQRTLSPGNQLYHLIQNWPHYRSP. Result: 0 (no interaction). (7) The miRNA is hsa-miR-6892-3p with sequence UCCCUCUCCCACCCCUUGCAG. The protein sequence of the target gene is MAVASTFIPGLNPQNPHYIPGYTGHCPLLRFSVGQTYGQVTGQLLRGPPGLAWPPVHRTLLPPIRPPRSPEVPRESLPVRRGQERLSSSMIPGYTGFVPRAQFIFAKNCSQVWAEALSDFTHLHEKQGSEELPKEAKGRKDTEKDQVPEPEGQLEEPTLEVVEQASPYSMDDRDPRKFFMSGFTGYVPCARFLFGSSFPVLTNQALQEFGQKHSPGSAQDPKHLPPLPRTYPQNLGLLPNYGGYVPGYKFQFGHTFGHLTHDALGLSTFQKQLLA. Result: 0 (no interaction).